This data is from Reaction yield outcomes from USPTO patents with 853,638 reactions. The task is: Predict the reaction yield, written as a fraction of the theoretical maximum amount of product (1.0 means a 100% yield; for example, 0.34 means a 34% yield). (1) The reactants are [CH3:1][NH:2][S:3]([C:6]1[CH:11]=[CH:10][C:9]([N+:12]([O-:14])=[O:13])=[CH:8][CH:7]=1)(=[O:5])=[O:4].[Li][CH2:16]CCC.[O:20]1C[CH:21]1[CH2:23][N:24]1[C:30]2[CH:31]=[CH:32][CH:33]=[CH:34][C:29]=2[CH2:28][CH2:27][C:26]2[CH:35]=[CH:36][CH:37]=[CH:38][C:25]1=2. The catalyst is C1(C)C=CC=CC=1.CCOC(C)=O. The product is [CH:35]1[C:26]2[CH2:27][CH2:28][C:29]3[CH:34]=[CH:33][CH:32]=[CH:31][C:30]=3[N:24]([CH2:23][CH:21]([OH:20])[CH2:1][N:2]([CH3:16])[S:3]([C:6]3[CH:7]=[CH:8][C:9]([N+:12]([O-:14])=[O:13])=[CH:10][CH:11]=3)(=[O:5])=[O:4])[C:25]=2[CH:38]=[CH:37][CH:36]=1. The yield is 0.250. (2) The reactants are [I:1][C:2]1[C:6]([C:7](O)=[O:8])=[CH:5][N:4]([CH:10]2[CH2:15][CH2:14][CH2:13][CH2:12][O:11]2)[N:3]=1. The catalyst is C1COCC1. The product is [I:1][C:2]1[C:6]([CH2:7][OH:8])=[CH:5][N:4]([CH:10]2[CH2:15][CH2:14][CH2:13][CH2:12][O:11]2)[N:3]=1. The yield is 0.470. (3) The reactants are C[O:2][C:3](=[O:29])[C:4]1[CH:9]=[CH:8][C:7]([C:10]2[O:14][N:13]=[C:12]([CH3:15])[C:11]=2[NH:16][C:17]([O:19][CH:20]([C:22]2[CH:27]=[CH:26][CH:25]=[CH:24][C:23]=2[Cl:28])[CH3:21])=[O:18])=[CH:6][CH:5]=1.[Li+].[OH-]. The catalyst is C1COCC1.O.O. The product is [Cl:28][C:23]1[CH:24]=[CH:25][CH:26]=[CH:27][C:22]=1[CH:20]([O:19][C:17]([NH:16][C:11]1[C:12]([CH3:15])=[N:13][O:14][C:10]=1[C:7]1[CH:6]=[CH:5][C:4]([C:3]([OH:29])=[O:2])=[CH:9][CH:8]=1)=[O:18])[CH3:21]. The yield is 0.550. (4) The reactants are BrC1C=C2C(=CC=1F)NN=C2.[H-].[Na+].C(=O)=O.C([Li])CCC.CCCCCC.CN(C=O)C.Cl.[F:34][C:35]1[CH:43]=[C:42]2[C:38]([CH:39]=[N:40][NH:41]2)=[CH:37][C:36]=1[CH:44]=[O:45].[C:46]([O:50][C:51](O[C:51]([O:50][C:46]([CH3:49])([CH3:48])[CH3:47])=[O:52])=[O:52])([CH3:49])([CH3:48])[CH3:47]. The catalyst is O1CCCC1.CCOC(C)=O.CN(C1C=CN=CC=1)C.CC(C)=O. The product is [F:34][C:35]1[CH:43]=[C:42]2[C:38]([CH:39]=[N:40][N:41]2[C:51]([O:50][C:46]([CH3:49])([CH3:48])[CH3:47])=[O:52])=[CH:37][C:36]=1[CH:44]=[O:45]. The yield is 0.810. (5) The reactants are [CH3:1][N:2]1[N:18]=[CH:17][C:16]2[NH:15][C:14](=[O:19])[C@H:13]([CH3:20])[CH:12]=[CH:11][CH2:10][C@H:9]([NH:21][C:22](=[O:28])[O:23][C:24]([CH3:27])([CH3:26])[CH3:25])[C:8]3[CH:29]=[C:4]([CH:5]=[CH:6][CH:7]=3)[C:3]1=2. The catalyst is CCO. The product is [CH3:1][N:2]1[N:18]=[CH:17][C:16]2[NH:15][C:14](=[O:19])[C@H:13]([CH3:20])[CH2:12][CH2:11][CH2:10][C@H:9]([NH:21][C:22](=[O:28])[O:23][C:24]([CH3:26])([CH3:25])[CH3:27])[C:8]3[CH:29]=[C:4]([CH:5]=[CH:6][CH:7]=3)[C:3]1=2. The yield is 0.990. (6) The reactants are [O:1]=[C:2]1[NH:7][C:6]2[CH:8]=[C:9]([C:12]#[N:13])[CH:10]=[CH:11][C:5]=2[O:4][CH2:3]1.[H-].[Na+].CS(O[CH2:21][CH2:22][C@H:23]1[CH2:28][CH2:27][C@H:26]([NH:29][C:30]([O:32][C:33]([CH3:36])([CH3:35])[CH3:34])=[O:31])[CH2:25][CH2:24]1)(=O)=O.C(OC(=O)NC1CCN(CCN2C3C(=CC=C(OC)C=3)C=CC2=O)CC1)(C)(C)C. The catalyst is ClCCl.CO. The product is [C:33]([O:32][C:30](=[O:31])[NH:29][C@H:26]1[CH2:25][CH2:24][C@H:23]([CH2:22][CH2:21][N:7]2[C:6]3[CH:8]=[C:9]([C:12]#[N:13])[CH:10]=[CH:11][C:5]=3[O:4][CH2:3][C:2]2=[O:1])[CH2:28][CH2:27]1)([CH3:36])([CH3:35])[CH3:34]. The yield is 0.500. (7) The reactants are [I:1][C:2]1[CH:3]=[C:4]([S:10]([CH3:13])(=[O:12])=[O:11])[CH:5]=[C:6]([O:8]C)[CH:7]=1.[I-].[Na+].C[Si](Cl)(C)C. The catalyst is C(#N)C.O. The product is [I:1][C:2]1[CH:7]=[C:6]([OH:8])[CH:5]=[C:4]([S:10]([CH3:13])(=[O:11])=[O:12])[CH:3]=1. The yield is 0.635.